From a dataset of Full USPTO retrosynthesis dataset with 1.9M reactions from patents (1976-2016). Predict the reactants needed to synthesize the given product. (1) Given the product [N:11](=[C:10]1[CH:9]=[CH:8][CH:7]=[CH:6][CH:5]1[CH:4]=[CH:3][C:17]1[CH:12]=[CH:13][CH:14]=[CH:15][CH:16]=1)[OH:21], predict the reactants needed to synthesize it. The reactants are: CO[C:3]1[C:17]2[C:12](=[CH:13][CH:14]=[CH:15][CH:16]=2)[NH:11][C:10]2[C:5](=[CH:6][CH:7]=[CH:8][CH:9]=2)[CH:4]=1.Cl.CC(C)=[O:21]. (2) Given the product [BrH:16].[Br:16][CH2:13][C:10]1[CH:9]=[CH:8][C:7]([C:2]2[CH:3]=[CH:4][CH:5]=[CH:6][C:1]=2[CH3:15])=[N:12][CH:11]=1, predict the reactants needed to synthesize it. The reactants are: [C:1]1([CH3:15])[CH:6]=[CH:5][CH:4]=[CH:3][C:2]=1[C:7]1[N:12]=[CH:11][C:10]([CH2:13]O)=[CH:9][CH:8]=1.[BrH:16]. (3) Given the product [Cl:29][C:3]1[C:2]([B:30]2[O:34][C:33]([CH3:36])([CH3:35])[C:32]([CH3:38])([CH3:37])[O:31]2)=[C:10]2[C:6]([C:7]([CH2:16][CH2:17][CH2:18][O:19][C:20]3[CH:25]=[C:24]([CH3:26])[C:23]([Cl:27])=[C:22]([CH3:28])[CH:21]=3)=[C:8]([C:11]([O:13][CH2:14][CH3:15])=[O:12])[NH:9]2)=[CH:5][CH:4]=1, predict the reactants needed to synthesize it. The reactants are: Br[C:2]1[C:3]([Cl:29])=[CH:4][CH:5]=[C:6]2[C:10]=1[NH:9][C:8]([C:11]([O:13][CH2:14][CH3:15])=[O:12])=[C:7]2[CH2:16][CH2:17][CH2:18][O:19][C:20]1[CH:25]=[C:24]([CH3:26])[C:23]([Cl:27])=[C:22]([CH3:28])[CH:21]=1.[B:30]1([B:30]2[O:34][C:33]([CH3:36])([CH3:35])[C:32]([CH3:38])([CH3:37])[O:31]2)[O:34][C:33]([CH3:36])([CH3:35])[C:32]([CH3:38])([CH3:37])[O:31]1.C([O-])(=O)C.[K+]. (4) Given the product [Cl:17][C:2]1[N:7]=[C:6]2[S:8][C:9]([C:11]([O:13][CH3:14])=[O:12])=[CH:10][C:5]2=[N:4][CH:3]=1, predict the reactants needed to synthesize it. The reactants are: O=[C:2]1[NH:7][C:6]2[S:8][C:9]([C:11]([O:13][CH3:14])=[O:12])=[CH:10][C:5]=2[N:4]=[CH:3]1.P(Cl)(Cl)([Cl:17])=O. (5) Given the product [ClH:1].[NH2:32][CH2:31][C@H:28]1[CH2:27][CH2:26][C@H:25]([C:23]([NH:22][C@@H:4]([CH2:5][C:6]2[CH:11]=[CH:10][C:9]([C:12]3[CH:17]=[CH:16][CH:15]=[C:14]([S:18](=[O:20])(=[O:21])[NH2:19])[CH:13]=3)=[CH:8][CH:7]=2)[C:3](=[O:2])[NH:40][C:41]2[CH:42]=[CH:43][C:44]([C:47]3[NH:48][N:49]=[N:50][N:51]=3)=[CH:45][CH:46]=2)=[O:24])[CH2:30][CH2:29]1, predict the reactants needed to synthesize it. The reactants are: [ClH:1].[O:2]=[C:3]([NH:40][C:41]1[CH:46]=[CH:45][C:44]([C:47]2[NH:51][N:50]=[N:49][N:48]=2)=[CH:43][CH:42]=1)[C@@H:4]([NH:22][C:23]([C@H:25]1[CH2:30][CH2:29][C@H:28]([CH2:31][NH:32]C(=O)OC(C)(C)C)[CH2:27][CH2:26]1)=[O:24])[CH2:5][C:6]1[CH:11]=[CH:10][C:9]([C:12]2[CH:17]=[CH:16][CH:15]=[C:14]([S:18](=[O:21])(=[O:20])[NH2:19])[CH:13]=2)=[CH:8][CH:7]=1.C(#N)C. (6) Given the product [CH3:1][C:2]1[N:7]=[CH:6][C:5]([CH2:8][C:9]([OH:19])=[O:17])=[CH:4][CH:3]=1, predict the reactants needed to synthesize it. The reactants are: [CH3:1][C:2]1[N:7]=[CH:6][C:5]([CH2:8][C:9](N2CCOCC2)=S)=[CH:4][CH:3]=1.[OH-:17].[Na+].[OH2:19].CCO. (7) Given the product [ClH:12].[CH2:14]([O:5][C:4](=[O:6])[C@@H:3]([NH2:2])[CH2:7][CH2:8][Br:9])[C:15]1[CH:20]=[CH:19][CH:18]=[CH:17][CH:16]=1, predict the reactants needed to synthesize it. The reactants are: Br.[NH2:2][C@@H:3]([CH2:7][CH2:8][Br:9])[C:4]([OH:6])=[O:5].S(Cl)([Cl:12])=O.[CH2:14](O)[C:15]1[CH:20]=[CH:19][CH:18]=[CH:17][CH:16]=1.